Dataset: Forward reaction prediction with 1.9M reactions from USPTO patents (1976-2016). Task: Predict the product of the given reaction. (1) Given the reactants [Cl:1][C:2]1[CH:7]=[CH:6][CH:5]=[CH:4][C:3]=1[CH2:8][NH:9][CH:10]1[CH2:15][CH2:14][N:13]([C:16]([O:18][C:19]([CH3:22])([CH3:21])[CH3:20])=[O:17])[CH2:12][CH2:11]1.C(N(C(C)C)CC)(C)C.[CH3:32][O:33][C:34]1[CH:39]=[CH:38][C:37]([CH2:40][C:41](Cl)=[O:42])=[CH:36][CH:35]=1.O, predict the reaction product. The product is: [Cl:1][C:2]1[CH:7]=[CH:6][CH:5]=[CH:4][C:3]=1[CH2:8][N:9]([CH:10]1[CH2:15][CH2:14][N:13]([C:16]([O:18][C:19]([CH3:22])([CH3:21])[CH3:20])=[O:17])[CH2:12][CH2:11]1)[C:41](=[O:42])[CH2:40][C:37]1[CH:38]=[CH:39][C:34]([O:33][CH3:32])=[CH:35][CH:36]=1. (2) Given the reactants OO.[CH3:3][O:4][CH:5]1[CH2:8][N:7]([CH2:9][CH2:10][CH2:11][NH:12][C:13]2[N:14]=[N+:15]([O-:26])[C:16]3[CH:25]=[C:24]4[C:20]([CH2:21][CH2:22][CH2:23]4)=[CH:19][C:17]=3[N:18]=2)[CH2:6]1.C(O)(C(F)(F)F)=[O:28], predict the reaction product. The product is: [CH3:3][O:4][CH:5]1[CH2:8][N:7]([CH2:9][CH2:10][CH2:11][NH:12][C:13]2[N:14]=[N+:15]([O-:26])[C:16]3[CH:25]=[C:24]4[C:20]([CH2:21][CH2:22][CH2:23]4)=[CH:19][C:17]=3[N+:18]=2[O-:28])[CH2:6]1. (3) Given the reactants [CH:1]1(B(O)O)[CH2:3][CH2:2]1.C1(P(C2CCCCC2)C2C=CC=CC=2C2C(OC)=CC=CC=2OC)CCCCC1.P([O-])([O-])([O-])=O.[K+].[K+].[K+].[CH2:44]([O:46][C:47]([C:49]1[C:57]2[C:52](=[CH:53][CH:54]=[C:55](Br)[CH:56]=2)[N:51]([CH3:59])[CH:50]=1)=[O:48])[CH3:45], predict the reaction product. The product is: [CH2:44]([O:46][C:47]([C:49]1[C:57]2[C:52](=[CH:53][CH:54]=[C:55]([CH:1]3[CH2:3][CH2:2]3)[CH:56]=2)[N:51]([CH3:59])[CH:50]=1)=[O:48])[CH3:45]. (4) Given the reactants [CH3:1]N(C(ON1N=NC2C=CC=NC1=2)=[N+](C)C)C.F[P-](F)(F)(F)(F)F.C(N(CC)C(C)C)(C)C.[CH2:34]([O:41][C:42]([NH:44][CH2:45][CH2:46][C@H:47]([NH:51][C:52]([O:54][C:55]([CH3:58])([CH3:57])[CH3:56])=[O:53])[C:48]([OH:50])=O)=[O:43])[C:35]1[CH:40]=[CH:39][CH:38]=[CH:37][CH:36]=1.C1(N[CH:66]2[CH2:71][CH2:70][CH2:69][CH2:68][CH2:67]2)CCCCC1.Cl.C([N:80]([CH2:84][CH2:85][NH2:86])[C:81](=[O:83])[OH:82])C1C=CC=CC=1, predict the reaction product. The product is: [CH2:1]([O:82][C:81](=[O:83])[NH:80][CH2:84][CH2:85][NH:86][C:48](=[O:50])[C@@H:47]([NH:51][C:52]([O:54][C:55]([CH3:58])([CH3:57])[CH3:56])=[O:53])[CH2:46][CH2:45][NH:44][C:42]([O:41][CH2:34][C:35]1[CH:36]=[CH:37][CH:38]=[CH:39][CH:40]=1)=[O:43])[C:66]1[CH:67]=[CH:68][CH:69]=[CH:70][CH:71]=1.